This data is from Full USPTO retrosynthesis dataset with 1.9M reactions from patents (1976-2016). The task is: Predict the reactants needed to synthesize the given product. (1) The reactants are: [CH:1]1[CH:6]=[CH:5][CH:4]=[CH:3][CH:2]=1.[CH:7](O)([CH3:9])[CH3:8]. Given the product [CH2:2]=[CH:1][CH3:6].[C:1]1([CH:7]([CH3:9])[CH3:8])[CH:6]=[CH:5][CH:4]=[CH:3][CH:2]=1, predict the reactants needed to synthesize it. (2) Given the product [CH2:1]([NH:3][C:4](=[O:5])[NH:6][C:7]1[CH:8]=[CH:9][C:10]([C:13]2[N:14]=[C:15]([N:23]3[CH2:28][CH2:27][O:26][CH2:25][C@@H:24]3[CH3:29])[C:16]3[CH2:22][CH2:21][N:20]([C:32]([O:31][CH3:30])=[O:33])[CH2:19][C:17]=3[N:18]=2)=[CH:11][CH:12]=1)[CH3:2], predict the reactants needed to synthesize it. The reactants are: [CH2:1]([NH:3][C:4]([NH:6][C:7]1[CH:12]=[CH:11][C:10]([C:13]2[N:14]=[C:15]([N:23]3[CH2:28][CH2:27][O:26][CH2:25][C@@H:24]3[CH3:29])[C:16]3[CH2:22][CH2:21][NH:20][CH2:19][C:17]=3[N:18]=2)=[CH:9][CH:8]=1)=[O:5])[CH3:2].[CH3:30][O:31][C:32](Cl)=[O:33]. (3) The reactants are: [F:1][C:2]1[C:7]([F:8])=[C:6]([NH:9][C:10]2[CH:15]=[CH:14][C:13]([I:16])=[CH:12][C:11]=2[F:17])[C:5]([NH2:18])=[CH:4][CH:3]=1.Cl[S:20]([C:23]1[N:27]([CH3:28])[C:26]([C:29]([O:31][CH3:32])=[O:30])=[CH:25][CH:24]=1)(=[O:22])=[O:21]. Given the product [F:8][C:7]1[C:6]([NH:9][C:10]2[CH:15]=[CH:14][C:13]([I:16])=[CH:12][C:11]=2[F:17])=[C:5]([NH:18][S:20]([C:23]2[N:27]([CH3:28])[C:26]([C:29]([O:31][CH3:32])=[O:30])=[CH:25][CH:24]=2)(=[O:21])=[O:22])[CH:4]=[CH:3][C:2]=1[F:1], predict the reactants needed to synthesize it. (4) Given the product [N:1]1([C:11]2[C:20]3[C:15](=[CH:16][CH:17]=[C:18]([C:21]4[CH:22]=[C:23]5[N:29]=[C:28]([CH3:30])[NH:27][C:24]5=[N:25][CH:26]=4)[CH:19]=3)[N:14]=[CH:13][N:12]=2)[C:10]2[C:5](=[CH:6][CH:7]=[CH:8][CH:9]=2)[CH2:4][CH2:3][CH2:2]1, predict the reactants needed to synthesize it. The reactants are: [N:1]1([C:11]2[C:20]3[C:15](=[CH:16][CH:17]=[C:18]([C:21]4[CH:22]=[C:23]5[N:29]=[C:28]([CH3:30])[N:27](COCC[Si](C)(C)C)[C:24]5=[N:25][CH:26]=4)[CH:19]=3)[N:14]=[CH:13][N:12]=2)[C:10]2[C:5](=[CH:6][CH:7]=[CH:8][CH:9]=2)[CH2:4][CH2:3][CH2:2]1.FC(F)(F)C(O)=O. (5) Given the product [CH3:16][O:17][C:18]([C@@H:20]1[CH2:24][C@@:23]([NH:29][C:9]([O:11][C:12]([CH3:13])([CH3:14])[CH3:15])=[O:10])([C:25]([O:27][CH3:28])=[O:26])[CH2:22][N:21]1[CH2:30][C:31]1[CH:32]=[CH:33][CH:34]=[CH:35][CH:36]=1)=[O:19], predict the reactants needed to synthesize it. The reactants are: [C:12]([O:11][C:9](O[C:9]([O:11][C:12]([CH3:15])([CH3:14])[CH3:13])=[O:10])=[O:10])([CH3:15])([CH3:14])[CH3:13].[CH3:16][O:17][C:18]([C@@H:20]1[CH2:24][C@@:23]([NH2:29])([C:25]([O:27][CH3:28])=[O:26])[CH2:22][N:21]1[CH2:30][C:31]1[CH:36]=[CH:35][CH:34]=[CH:33][CH:32]=1)=[O:19]. (6) Given the product [OH:3][CH:1]([CH:4]([C:10]1[N:18]2[C:13]([C:14](=[O:27])[NH:15][C:16]([CH2:19][C:20]3[CH:21]=[CH:22][C:23]([CH3:26])=[CH:24][CH:25]=3)=[N:17]2)=[C:12]([CH3:28])[N:11]=1)[CH2:5][CH2:6][CH2:7][CH2:8][CH3:9])[CH3:2], predict the reactants needed to synthesize it. The reactants are: [C:1]([CH:4]([C:10]1[N:18]2[C:13]([C:14](=[O:27])[NH:15][C:16]([CH2:19][C:20]3[CH:25]=[CH:24][C:23]([CH3:26])=[CH:22][CH:21]=3)=[N:17]2)=[C:12]([CH3:28])[N:11]=1)[CH2:5][CH2:6][CH2:7][CH2:8][CH3:9])(=[O:3])[CH3:2].[BH4-].[Na+].